From a dataset of HIV replication inhibition screening data with 41,000+ compounds from the AIDS Antiviral Screen. Binary Classification. Given a drug SMILES string, predict its activity (active/inactive) in a high-throughput screening assay against a specified biological target. (1) The molecule is CCCOc1csc(C2CCC3C4CC=C5CC(O)CCC5(C)C4CCC23C)n1. The result is 0 (inactive). (2) The compound is COP(=O)(OC)C(=Cc1c[nH]cn1)NC=O. The result is 0 (inactive). (3) The drug is Cc1ccc2c(c1S)C(=O)c1ccccc1C2=O. The result is 0 (inactive). (4) The drug is CC(=O)c1ccc(NC(=O)COC(=O)c2cccc3c(=O)c4ccccc4[nH]c23)cc1. The result is 0 (inactive).